From a dataset of Forward reaction prediction with 1.9M reactions from USPTO patents (1976-2016). Predict the product of the given reaction. (1) Given the reactants [Cl:1][C:2]1[CH:3]=[C:4]([CH:9]2[CH2:18][C:17]3[CH:16]=[N:15][C:14]4[N:19](CC5C=CC(OC)=CC=5)[N:20]=[CH:21][C:13]=4[C:12]=3[C:11]3[CH:31]=[CH:32][CH:33]=[CH:34][C:10]2=3)[CH:5]=[CH:6][C:7]=1[Cl:8].ClC1C=C(C2C3C(=CC=CC=3)C(=O)/C(=C/N(C)C)/C2)C=CC=1Cl.Cl.COC1C=CC(CN2C(N)=CC=N2)=CC=1.CCN(C(C)C)C(C)C, predict the reaction product. The product is: [Cl:1][C:2]1[CH:3]=[C:4]([CH:9]2[CH2:18][C:17]3[CH:16]=[N:15][C:14]4[NH:19][N:20]=[CH:21][C:13]=4[C:12]=3[C:11]3[CH:31]=[CH:32][CH:33]=[CH:34][C:10]2=3)[CH:5]=[CH:6][C:7]=1[Cl:8]. (2) Given the reactants [CH3:1][N:2]1[CH:6]=[CH:5][C:4]([C:7]([F:10])([F:9])[F:8])=[N:3]1.C1C(=O)N([Br:18])C(=O)C1, predict the reaction product. The product is: [Br:18][C:5]1[C:4]([C:7]([F:10])([F:9])[F:8])=[N:3][N:2]([CH3:1])[CH:6]=1. (3) Given the reactants [CH2:1]([N:3]([CH2:6][C:7]1[C:8]([CH2:18][NH:19]C(=O)OC(C)(C)C)=[N:9][C:10]2[C:15]([CH:16]=1)=[C:14]([F:17])[CH:13]=[CH:12][CH:11]=2)[CH2:4][CH3:5])[CH3:2].FC(F)(F)C(O)=O, predict the reaction product. The product is: [NH2:19][CH2:18][C:8]1[C:7]([CH2:6][N:3]([CH2:4][CH3:5])[CH2:1][CH3:2])=[CH:16][C:15]2[C:10](=[CH:11][CH:12]=[CH:13][C:14]=2[F:17])[N:9]=1.